This data is from Full USPTO retrosynthesis dataset with 1.9M reactions from patents (1976-2016). The task is: Predict the reactants needed to synthesize the given product. (1) Given the product [Cl:30][C:17]1[CH:16]=[C:15]([N:6]([C:7]2[CH:12]=[CH:11][C:10]([F:13])=[CH:9][C:8]=2[CH3:14])[C:5]([O:4][CH:2]([O:37][C:35](=[O:36])[CH2:34][O:33][CH3:32])[CH3:3])=[O:31])[CH:20]=[CH:19][C:18]=1[C:21](=[O:29])[C:22]1[CH:27]=[CH:26][CH:25]=[CH:24][C:23]=1[CH3:28], predict the reactants needed to synthesize it. The reactants are: Cl[CH:2]([O:4][C:5](=[O:31])[N:6]([C:15]1[CH:20]=[CH:19][C:18]([C:21](=[O:29])[C:22]2[CH:27]=[CH:26][CH:25]=[CH:24][C:23]=2[CH3:28])=[C:17]([Cl:30])[CH:16]=1)[C:7]1[CH:12]=[CH:11][C:10]([F:13])=[CH:9][C:8]=1[CH3:14])[CH3:3].[CH3:32][O:33][CH2:34][C:35]([O-:37])=[O:36].C([N+](CCCC)(CCCC)CCCC)CCC. (2) Given the product [CH:9]([C:12]1[CH:18]=[CH:17][C:15]([NH:16][C:2]2[C:7]([NH:16][C:15]3[CH:17]=[CH:18][C:12]([CH:9]([CH3:11])[CH3:10])=[CH:13][CH:14]=3)=[N:6][CH:5]=[CH:4][N:3]=2)=[CH:14][CH:13]=1)([CH3:11])[CH3:10], predict the reactants needed to synthesize it. The reactants are: Cl[C:2]1[C:7](Cl)=[N:6][CH:5]=[CH:4][N:3]=1.[CH:9]([C:12]1[CH:18]=[CH:17][C:15]([NH2:16])=[CH:14][CH:13]=1)([CH3:11])[CH3:10]. (3) Given the product [Cl:1][C:2]1[C:3]([O:29][C@H:30]2[CH2:35][CH2:34][CH2:33][CH2:32][C@@H:31]2[C:36]2[N:40]([CH3:41])[N:39]=[CH:38][CH:37]=2)=[CH:4][C:5]([F:28])=[C:6]([S:8]([NH:11][C:12]2[S:13][CH:14]=[N:15][N:16]=2)(=[O:9])=[O:10])[CH:7]=1, predict the reactants needed to synthesize it. The reactants are: [Cl:1][C:2]1[C:3]([O:29][C@H:30]2[CH2:35][CH2:34][CH2:33][CH2:32][C@@H:31]2[C:36]2[N:40]([CH3:41])[N:39]=[CH:38][CH:37]=2)=[CH:4][C:5]([F:28])=[C:6]([S:8]([N:11](CC2C=CC(OC)=CC=2OC)[C:12]2[S:13][CH:14]=[N:15][N:16]=2)(=[O:10])=[O:9])[CH:7]=1.C([SiH](CC)CC)C.FC(F)(F)C(O)=O. (4) Given the product [CH2:24]([O:23][C:21]([C@:16]1([NH:15][C:14]([C@@H:9]2[CH2:10][C@@H:11]([OH:13])[CH2:12][NH:8]2)=[O:26])[CH2:18][C@@H:17]1[CH:19]=[CH2:20])=[O:22])[CH3:25], predict the reactants needed to synthesize it. The reactants are: C(OC([N:8]1[CH2:12][C@H:11]([OH:13])[CH2:10][C@H:9]1[C:14](=[O:26])[NH:15][C@@:16]1([C:21]([O:23][CH2:24][CH3:25])=[O:22])[CH2:18][C@@H:17]1[CH:19]=[CH2:20])=O)(C)(C)C. (5) The reactants are: C([O-])([O-])=O.[Cs+].[Cs+].[F:7][C:8]([F:12])([F:11])[CH2:9][OH:10].[NH2:13][C:14]1[N:19]=[C:18]([C:20]2[CH:25]=[CH:24][C:23]([CH2:26][C@H:27]([NH:31][C:32]([O:34][C:35]([CH3:38])([CH3:37])[CH3:36])=[O:33])[C:28]([OH:30])=[O:29])=[CH:22][CH:21]=2)[CH:17]=[C:16](Cl)[N:15]=1.O.O1[CH2:46][CH2:45][O:44][CH2:43]C1. Given the product [NH2:13][C:14]1[N:19]=[C:18]([C:20]2[CH:25]=[CH:24][C:23]([CH2:26][C@H:27]([NH:31][C:32]([O:34][C:35]([CH3:38])([CH3:37])[CH3:36])=[O:33])[C:28]([OH:30])=[O:29])=[CH:22][CH:21]=2)[CH:17]=[C:16]([O:10][CH:9]([C:23]2[CH:24]=[CH:25][C:20]([C:18]3[CH:17]=[CH:16][CH:46]=[C:45]([O:44][CH3:43])[N:19]=3)=[CH:21][CH:22]=2)[C:8]([F:12])([F:11])[F:7])[N:15]=1, predict the reactants needed to synthesize it. (6) Given the product [Cl:8][C:6]1[CH:5]=[CH:4][C:3]([C:9]([N:11]2[CH2:16][CH2:15][N:14]([C:17]3[C:22]([CH3:23])=[CH:21][C:20]([CH3:24])=[CH:19][N:18]=3)[CH2:13][CH2:12]2)=[O:10])=[C:2]([N:28]2[CH2:29][C:30](=[O:31])[N:26]([CH3:25])[C:27]2=[O:32])[CH:7]=1, predict the reactants needed to synthesize it. The reactants are: Br[C:2]1[CH:7]=[C:6]([Cl:8])[CH:5]=[CH:4][C:3]=1[C:9]([N:11]1[CH2:16][CH2:15][N:14]([C:17]2[C:22]([CH3:23])=[CH:21][C:20]([CH3:24])=[CH:19][N:18]=2)[CH2:13][CH2:12]1)=[O:10].[CH3:25][N:26]1[C:30](=[O:31])[CH2:29][NH:28][C:27]1=[O:32]. (7) Given the product [C:9]([Si:6]([O:13][CH2:14][CH2:15][CH2:16][O:17][C:18]1[CH:23]=[CH:22][C:21]([CH2:24][Cl:37])=[C:20]([O:26][CH3:27])[CH:19]=1)([CH3:8])[CH3:7])([CH3:12])([CH3:11])[CH3:10], predict the reactants needed to synthesize it. The reactants are: CS(Cl)(=O)=O.[Si:6]([O:13][CH2:14][CH2:15][CH2:16][O:17][C:18]1[CH:23]=[CH:22][C:21]([CH2:24]O)=[C:20]([O:26][CH3:27])[CH:19]=1)([C:9]([CH3:12])([CH3:11])[CH3:10])([CH3:8])[CH3:7].C(N(C(C)C)CC)(C)C.[Cl-:37].[Li+].